Dataset: CYP1A2 inhibition data for predicting drug metabolism from PubChem BioAssay. Task: Regression/Classification. Given a drug SMILES string, predict its absorption, distribution, metabolism, or excretion properties. Task type varies by dataset: regression for continuous measurements (e.g., permeability, clearance, half-life) or binary classification for categorical outcomes (e.g., BBB penetration, CYP inhibition). Dataset: cyp1a2_veith. (1) The compound is CN(Cc1ccco1)c1ccnc(-c2ccoc2)n1. The result is 1 (inhibitor). (2) The compound is Cc1cccc(-n2nc([N+](=O)[O-])c(=NCc3cccnc3)n2O)c1. The result is 1 (inhibitor).